This data is from Full USPTO retrosynthesis dataset with 1.9M reactions from patents (1976-2016). The task is: Predict the reactants needed to synthesize the given product. (1) Given the product [C:1]12([NH:11][CH2:17][C:16]3[CH:19]=[CH:20][C:13]([OH:12])=[CH:14][C:15]=3[O:21][CH3:22])[CH2:8][CH:7]3[CH2:6][CH:5]([CH2:4][CH:3]([CH2:9]3)[CH2:2]1)[CH2:10]2, predict the reactants needed to synthesize it. The reactants are: [C:1]12([NH2:11])[CH2:10][CH:5]3[CH2:6][CH:7]([CH2:9][CH:3]([CH2:4]3)[CH2:2]1)[CH2:8]2.[OH:12][C:13]1[CH:20]=[CH:19][C:16]([CH:17]=O)=[C:15]([O:21][CH3:22])[CH:14]=1. (2) Given the product [C:1]([O:5][C:6](=[O:15])[CH2:7][C:8]1[C:12]([CH3:13])=[N:11][N:10]([CH2:17][C:18]2[CH:23]=[CH:22][C:21]([I:24])=[CH:20][CH:19]=2)[C:9]=1[CH3:14])([CH3:4])([CH3:3])[CH3:2], predict the reactants needed to synthesize it. The reactants are: [C:1]([O:5][C:6](=[O:15])[CH2:7][C:8]1[C:9]([CH3:14])=[N:10][NH:11][C:12]=1[CH3:13])([CH3:4])([CH3:3])[CH3:2].Br[CH2:17][C:18]1[CH:23]=[CH:22][C:21]([I:24])=[CH:20][CH:19]=1.C(=O)([O-])[O-].[K+].[K+].O. (3) Given the product [Br:1][C:2]1[CH:3]=[N:4][C:5]2[N:6]([N:8]=[C:9]([C:11]([N:24]3[CH2:23][CH:22]=[C:21]([C:17]4[CH:18]=[CH:19][CH:20]=[C:15]([F:14])[CH:16]=4)[CH2:26][CH2:25]3)=[O:13])[CH:10]=2)[CH:7]=1, predict the reactants needed to synthesize it. The reactants are: [Br:1][C:2]1[CH:3]=[N:4][C:5]2[N:6]([N:8]=[C:9]([C:11]([OH:13])=O)[CH:10]=2)[CH:7]=1.[F:14][C:15]1[CH:16]=[C:17]([C:21]2[CH2:22][CH2:23][NH:24][CH2:25][CH:26]=2)[CH:18]=[CH:19][CH:20]=1. (4) Given the product [C:1]([C:3]1[N:4]=[C:5]([CH:8]2[CH2:13][CH2:12][N:11]([C:14]([O:16][C:17]([CH3:20])([CH3:19])[CH3:18])=[O:15])[CH2:10][CH2:9]2)[S:6][CH:7]=1)#[CH:21], predict the reactants needed to synthesize it. The reactants are: [CH:1]([C:3]1[N:4]=[C:5]([CH:8]2[CH2:13][CH2:12][N:11]([C:14]([O:16][C:17]([CH3:20])([CH3:19])[CH3:18])=[O:15])[CH2:10][CH2:9]2)[S:6][CH:7]=1)=O.[C:21](=O)([O-])[O-].[K+].[K+].[N+](=C(P(=O)(OC)OC)C(=O)C)=[N-]. (5) Given the product [Cl:33][C:30]1[CH:29]=[CH:28][C:27]([C:12]2[C:11]3[CH:34]=[C:7]([C:42]4[CH:43]=[CH:44][C:39]([CH:37]=[O:38])=[CH:40][CH:41]=4)[CH:8]=[CH:9][C:10]=3[N:16]3[C:17]([CH3:20])=[N:18][N:19]=[C:15]3[C@H:14]([CH2:21][C:22]([NH:24][CH2:25][CH3:26])=[O:23])[N:13]=2)=[CH:32][CH:31]=1, predict the reactants needed to synthesize it. The reactants are: FC(F)(F)S(O[C:7]1[CH:8]=[CH:9][C:10]2[N:16]3[C:17]([CH3:20])=[N:18][N:19]=[C:15]3[C@H:14]([CH2:21][C:22]([NH:24][CH2:25][CH3:26])=[O:23])[N:13]=[C:12]([C:27]3[CH:32]=[CH:31][C:30]([Cl:33])=[CH:29][CH:28]=3)[C:11]=2[CH:34]=1)(=O)=O.[CH:37]([C:39]1[CH:44]=[CH:43][C:42](B(O)O)=[CH:41][CH:40]=1)=[O:38].C(=O)([O-])[O-].[K+].[K+].C(O)C. (6) Given the product [Br:1][C:2]1[CH:3]=[C:4]([CH2:7][N:15]2[CH2:14][CH2:13][N:12]([C:18]([O:20][C:21]([CH3:24])([CH3:23])[CH3:22])=[O:19])[CH2:17][CH2:16]2)[O:5][CH:6]=1, predict the reactants needed to synthesize it. The reactants are: [Br:1][C:2]1[CH:3]=[C:4]([CH:7]=O)[O:5][CH:6]=1.C(Cl)Cl.[N:12]1([C:18]([O:20][C:21]([CH3:24])([CH3:23])[CH3:22])=[O:19])[CH2:17][CH2:16][NH:15][CH2:14][CH2:13]1.C(O[BH-](OC(=O)C)OC(=O)C)(=O)C.[Na+]. (7) Given the product [CH3:10][C:2]1[C:3](=[O:9])[O:4][C:5]([CH3:8])([CH3:7])[CH:6]=1, predict the reactants needed to synthesize it. The reactants are: O[C:2]1([CH3:10])[CH2:6][C:5]([CH3:8])([CH3:7])[O:4][C:3]1=[O:9].Br. (8) Given the product [OH:2][C:3]1[C:4]([N+:11]([O-:13])=[O:12])=[C:5]([CH:8]=[CH:9][CH:10]=1)[CH:6]=[O:7], predict the reactants needed to synthesize it. The reactants are: C[O:2][C:3]1[C:4]([N+:11]([O-:13])=[O:12])=[C:5]([CH:8]=[CH:9][CH:10]=1)[CH:6]=[O:7].B(Br)(Br)Br.C(Cl)Cl.